Dataset: Catalyst prediction with 721,799 reactions and 888 catalyst types from USPTO. Task: Predict which catalyst facilitates the given reaction. (1) Reactant: C([Al](CC)CC)C.[Br:8][C:9]1[CH:10]=[C:11]2[C:16](=[CH:17][CH:18]=1)[CH2:15][CH:14]([NH2:19])[CH2:13][CH2:12]2.[Cl:20][C:21]1[CH:26]=[CH:25][C:24]([C:27]2[O:31][C:30]([CH2:32][CH2:33][OH:34])=[C:29]([C:35](OC)=[O:36])[CH:28]=2)=[CH:23][CH:22]=1.Cl. Product: [Br:8][C:9]1[CH:10]=[C:11]2[C:16](=[CH:17][CH:18]=1)[CH2:15][CH:14]([NH:19][C:35]([C:29]1[CH:28]=[C:27]([C:24]3[CH:23]=[CH:22][C:21]([Cl:20])=[CH:26][CH:25]=3)[O:31][C:30]=1[CH2:32][CH2:33][OH:34])=[O:36])[CH2:13][CH2:12]2. The catalyst class is: 11. (2) Reactant: [OH-].[Li+].[F:3][C:4]1[C:5]([C:24]2[CH:29]=[CH:28][C:27]([O:30][CH2:31][C@H:32]3[CH2:37][CH2:36][C@H:35]([O:38][CH:39]4[CH2:44][CH2:43][CH2:42][CH2:41][O:40]4)[CH2:34][CH2:33]3)=[CH:26][CH:25]=2)=[CH:6][C:7](=[O:23])[N:8]([CH2:10][CH2:11][C@@:12]([CH3:22])([S:18]([CH3:21])(=[O:20])=[O:19])[C:13]([O:15]CC)=[O:14])[CH:9]=1.Cl. Product: [F:3][C:4]1[C:5]([C:24]2[CH:29]=[CH:28][C:27]([O:30][CH2:31][C@H:32]3[CH2:33][CH2:34][C@H:35]([O:38][CH:39]4[CH2:44][CH2:43][CH2:42][CH2:41][O:40]4)[CH2:36][CH2:37]3)=[CH:26][CH:25]=2)=[CH:6][C:7](=[O:23])[N:8]([CH2:10][CH2:11][C@@:12]([CH3:22])([S:18]([CH3:21])(=[O:20])=[O:19])[C:13]([OH:15])=[O:14])[CH:9]=1. The catalyst class is: 8. (3) Reactant: [Cl:1][C:2]1[CH:7]=[C:6]([NH:8][CH:9]2[CH2:11][CH2:10]2)[N:5]2[N:12]=[C:13]([C:27]3[CH:32]=[CH:31][C:30]([OH:33])=[CH:29][CH:28]=3)[C:14]([C:15]3[CH:20]=[CH:19][N:18]=[C:17]([NH:21][CH:22]4[CH2:26][CH2:25][CH2:24][CH2:23]4)[N:16]=3)=[C:4]2[CH:3]=1.Br[CH2:35][CH:36]1[CH2:38][CH2:37]1.C(=O)([O-])[O-].[Cs+].[Cs+].C(OCC)(=O)C. Product: [Cl:1][C:2]1[CH:7]=[C:6]([NH:8][CH:9]2[CH2:10][CH2:11]2)[N:5]2[N:12]=[C:13]([C:27]3[CH:28]=[CH:29][C:30]([O:33][CH2:35][CH:36]4[CH2:38][CH2:37]4)=[CH:31][CH:32]=3)[C:14]([C:15]3[CH:20]=[CH:19][N:18]=[C:17]([NH:21][CH:22]4[CH2:23][CH2:24][CH2:25][CH2:26]4)[N:16]=3)=[C:4]2[CH:3]=1. The catalyst class is: 10. (4) Reactant: [OH:1][CH2:2][C:3]1[C:4]([C:23]2[CH:28]=[CH:27][C:26]([CH3:29])=[CH:25][CH:24]=2)=[C:5]([CH2:14][NH:15][C:16](=[O:22])[O:17][C:18]([CH3:21])([CH3:20])[CH3:19])[C:6]([CH2:10][CH:11]([CH3:13])[CH3:12])=[N:7][C:8]=1[CH3:9].O[C:31]1[C:35]([CH2:36][C:37]([O:39][CH3:40])=[O:38])=[CH:34][N:33]([CH3:41])[N:32]=1.C(P(CCCC)CCCC)CCC.N(C(N1CCCCC1)=O)=NC(N1CCCCC1)=O. Product: [C:18]([O:17][C:16]([NH:15][CH2:14][C:5]1[C:4]([C:23]2[CH:24]=[CH:25][C:26]([CH3:29])=[CH:27][CH:28]=2)=[C:3]([CH2:2][O:1][C:31]2[C:35]([CH2:36][C:37]([O:39][CH3:40])=[O:38])=[CH:34][N:33]([CH3:41])[N:32]=2)[C:8]([CH3:9])=[N:7][C:6]=1[CH2:10][CH:11]([CH3:13])[CH3:12])=[O:22])([CH3:19])([CH3:20])[CH3:21]. The catalyst class is: 7.